From a dataset of Full USPTO retrosynthesis dataset with 1.9M reactions from patents (1976-2016). Predict the reactants needed to synthesize the given product. (1) Given the product [CH3:29][C:17]1[CH:16]=[C:15]([NH:14][C:12]2[N:11]=[CH:10][N:9]=[C:8]3[NH:7][N:6]=[C:5]([O:4][CH2:3][CH2:2][N:30]4[CH2:34][CH2:33][C@@H:32]([OH:35])[CH2:31]4)[C:13]=23)[CH:20]=[CH:19][C:18]=1[O:21][C:22]1[CH:23]=[N:24][C:25]([CH3:28])=[CH:26][CH:27]=1, predict the reactants needed to synthesize it. The reactants are: Cl[CH2:2][CH2:3][O:4][C:5]1[C:13]2[C:8](=[N:9][CH:10]=[N:11][C:12]=2[NH:14][C:15]2[CH:20]=[CH:19][C:18]([O:21][C:22]3[CH:23]=[N:24][C:25]([CH3:28])=[CH:26][CH:27]=3)=[C:17]([CH3:29])[CH:16]=2)[NH:7][N:6]=1.[NH:30]1[CH2:34][CH2:33][C@@H:32]([OH:35])[CH2:31]1. (2) Given the product [Br:17][C:18]1[CH:25]=[CH:24][CH:23]=[C:22]([N:10]2[N:9]=[CH:8][C:7]3[C:12](=[C:13]([F:15])[CH:14]=[C:5]([C:1]([CH3:4])([CH3:2])[CH3:3])[CH:6]=3)[C:11]2=[O:16])[C:19]=1[CH:20]=[O:21], predict the reactants needed to synthesize it. The reactants are: [C:1]([C:5]1[CH:6]=[C:7]2[C:12](=[C:13]([F:15])[CH:14]=1)[C:11](=[O:16])[NH:10][N:9]=[CH:8]2)([CH3:4])([CH3:3])[CH3:2].[Br:17][C:18]1[CH:25]=[CH:24][CH:23]=[C:22](F)[C:19]=1[CH:20]=[O:21].C(=O)([O-])[O-].[Cs+].[Cs+].CO[Si](C)(C)C. (3) Given the product [CH2:5]([N:12]([CH2:13][Si:14]([CH3:17])([CH3:16])[CH3:15])[C:20]1([C:27]#[N:28])[CH2:21][O:18][CH2:19]1)[C:6]1[CH:11]=[CH:10][CH:9]=[CH:8][CH:7]=1, predict the reactants needed to synthesize it. The reactants are: C(O)(=O)C.[CH2:5]([NH:12][CH2:13][Si:14]([CH3:17])([CH3:16])[CH3:15])[C:6]1[CH:11]=[CH:10][CH:9]=[CH:8][CH:7]=1.[O:18]1[CH2:21][C:20](=O)[CH2:19]1.C[Si]([C:27]#[N:28])(C)C. (4) Given the product [CH2:1]([N:8]1[CH2:13][CH2:12][C:11]([C:24]2[CH:25]=[CH:26][CH:27]=[CH:28][C:23]=2[O:22][CH2:15][C:16]2[CH:17]=[CH:18][CH:19]=[CH:20][CH:21]=2)([OH:14])[CH2:10][CH2:9]1)[C:2]1[CH:3]=[CH:4][CH:5]=[CH:6][CH:7]=1, predict the reactants needed to synthesize it. The reactants are: [CH2:1]([N:8]1[CH2:13][CH2:12][C:11](=[O:14])[CH2:10][CH2:9]1)[C:2]1[CH:7]=[CH:6][CH:5]=[CH:4][CH:3]=1.[CH2:15]([O:22][C:23]1[CH:28]=[CH:27][CH:26]=[CH:25][C:24]=1[Mg]Br)[C:16]1[CH:21]=[CH:20][CH:19]=[CH:18][CH:17]=1.Cl.[OH-].[Na+]. (5) The reactants are: [Cl:1][C:2]1[CH:3]=[C:4]([N:8]2[C:13](=[O:14])[C:12]([O:15][CH3:16])=[C:11](Br)[CH:10]=[N:9]2)[CH:5]=[CH:6][CH:7]=1.[CH3:18][S:19][C:20]1[CH:25]=[CH:24][C:23](B(O)O)=[CH:22][CH:21]=1.N. Given the product [Cl:1][C:2]1[CH:3]=[C:4]([N:8]2[C:13](=[O:14])[C:12]([O:15][CH3:16])=[C:11]([C:23]3[CH:24]=[CH:25][C:20]([S:19][CH3:18])=[CH:21][CH:22]=3)[CH:10]=[N:9]2)[CH:5]=[CH:6][CH:7]=1, predict the reactants needed to synthesize it. (6) Given the product [CH3:14][S:15][CH:2]([C:4]1[CH:5]=[CH:6][C:7]([C:10]([F:13])([F:12])[F:11])=[N:8][CH:9]=1)[CH3:3], predict the reactants needed to synthesize it. The reactants are: Br[CH:2]([C:4]1[CH:5]=[CH:6][C:7]([C:10]([F:13])([F:12])[F:11])=[N:8][CH:9]=1)[CH3:3].[CH3:14][S-:15].[Na+].